The task is: Predict the reactants needed to synthesize the given product.. This data is from Full USPTO retrosynthesis dataset with 1.9M reactions from patents (1976-2016). (1) Given the product [N:1]1[C:9]2[C:4](=[N:5][CH:6]=[CH:7][CH:8]=2)[N:3]([C:10]2[CH:11]=[CH:12][C:13]([CH2:16][C:17]([NH:34][C:31]3[CH:32]=[CH:33][C:28]([CH2:27][N:24]4[CH2:23][CH2:22][N:21]([CH3:20])[CH2:26][CH2:25]4)=[C:29]([C:35]([F:38])([F:37])[F:36])[CH:30]=3)=[O:19])=[CH:14][CH:15]=2)[CH:2]=1, predict the reactants needed to synthesize it. The reactants are: [N:1]1[C:9]2[C:4](=[N:5][CH:6]=[CH:7][CH:8]=2)[N:3]([C:10]2[CH:15]=[CH:14][C:13]([CH2:16][C:17]([OH:19])=O)=[CH:12][CH:11]=2)[CH:2]=1.[CH3:20][N:21]1[CH2:26][CH2:25][N:24]([CH2:27][C:28]2[CH:33]=[CH:32][C:31]([NH2:34])=[CH:30][C:29]=2[C:35]([F:38])([F:37])[F:36])[CH2:23][CH2:22]1. (2) Given the product [ClH:1].[F:32][C:31]([F:33])([F:34])[C:27]1[CH:26]=[C:25]([NH:24][C:17]2[C:16]3[C:21](=[CH:22][CH:23]=[C:14]([NH:13][C:44](=[O:45])[CH:43]=[CH2:42])[CH:15]=3)[N:20]=[CH:19][N:18]=2)[CH:30]=[CH:29][CH:28]=1, predict the reactants needed to synthesize it. The reactants are: [ClH:1].CN(C)CCCN=C=NCC.[NH2:13][C:14]1[CH:15]=[C:16]2[C:21](=[CH:22][CH:23]=1)[N:20]=[CH:19][N:18]=[C:17]2[NH:24][C:25]1[CH:30]=[CH:29][CH:28]=[C:27]([C:31]([F:34])([F:33])[F:32])[CH:26]=1.N1C=CC=CC=1.Cl.[CH2:42]1C[O:45][CH2:44][CH2:43]1.CN(C=O)C.